This data is from Full USPTO retrosynthesis dataset with 1.9M reactions from patents (1976-2016). The task is: Predict the reactants needed to synthesize the given product. (1) Given the product [Cl:1][C:2]1[CH:3]=[C:4]([CH:7]=[C:8]([Cl:10])[CH:9]=1)[CH2:5][NH:6][C:22](=[O:23])[CH:21]([C:16]1[CH:17]=[CH:18][CH:19]=[C:20]2[C:15]=1[CH:14]=[CH:13][N:12]=[CH:11]2)[CH3:25], predict the reactants needed to synthesize it. The reactants are: [Cl:1][C:2]1[CH:3]=[C:4]([CH:7]=[C:8]([Cl:10])[CH:9]=1)[CH2:5][NH2:6].[CH:11]1[C:20]2[C:15](=[C:16]([CH:21]([CH3:25])[C:22](O)=[O:23])[CH:17]=[CH:18][CH:19]=2)[CH:14]=[CH:13][N:12]=1.C1C2C(=C(CC(O)=O)C=CC=2)C=CN=1. (2) Given the product [Br:29][C:30]1[CH:31]=[CH:32][C:33]2[O:37][C:36]3[C:38](=[O:40])[NH:39][C:42]([C:44]4[CH:64]=[CH:63][C:47]([O:48][CH2:49][CH:50]5[O:55][CH2:54][CH2:53][N:52]([C:56]([O:58][C:59]([CH3:62])([CH3:61])[CH3:60])=[O:57])[CH2:51]5)=[CH:46][CH:45]=4)=[N:41][C:35]=3[C:34]=2[CH:65]=1, predict the reactants needed to synthesize it. The reactants are: BrC1C=CC2OC3C(=O)NC(C4CCN(C(OC(C)(C)C)=O)CC4)=NC=3C=2C=1.[Br:29][C:30]1[CH:31]=[CH:32][C:33]2[O:37][C:36]([C:38](=[O:40])[NH2:39])=[C:35]([NH:41][C:42]([C:44]3[CH:64]=[CH:63][C:47]([O:48][CH2:49][CH:50]4[O:55][CH2:54][CH2:53][N:52]([C:56]([O:58][C:59]([CH3:62])([CH3:61])[CH3:60])=[O:57])[CH2:51]4)=[CH:46][CH:45]=3)=O)[C:34]=2[CH:65]=1.BrC1C=CC2OC(C(=O)N)=C(NC(C3CCN(C(OC(C)(C)C)=O)CC3)=O)C=2C=1. (3) Given the product [CH2:1]([C@@H:8]([C:31](=[O:46])[N:32]([CH3:45])[C@@H:33]([CH:42]([CH3:43])[CH3:44])/[CH:34]=[C:35](\[CH3:41])/[C:36]([OH:38])=[O:37])[NH:9][C:10](=[O:30])[C@H:11]([C:21]([CH3:29])([C:23]1[CH:28]=[CH:27][CH:26]=[CH:25][CH:24]=1)[CH3:22])[N:12]([CH3:20])[C:13](=[O:19])[O:14][C:15]([CH3:16])([CH3:17])[CH3:18])[C:2]1[CH:7]=[CH:6][CH:5]=[CH:4][CH:3]=1, predict the reactants needed to synthesize it. The reactants are: [CH2:1]([C@@H:8]([C:31](=[O:46])[N:32]([CH3:45])[C@@H:33]([CH:42]([CH3:44])[CH3:43])/[CH:34]=[C:35](\[CH3:41])/[C:36]([O:38]CC)=[O:37])[NH:9][C:10](=[O:30])[C@H:11]([C:21]([CH3:29])([C:23]1[CH:28]=[CH:27][CH:26]=[CH:25][CH:24]=1)[CH3:22])[N:12]([CH3:20])[C:13](=[O:19])[O:14][C:15]([CH3:18])([CH3:17])[CH3:16])[C:2]1[CH:7]=[CH:6][CH:5]=[CH:4][CH:3]=1.[OH-].[Li+]. (4) Given the product [CH2:1]([O:11][C:10]1[CH:5]=[CH:6][C:7]2[S:15][C:13](=[O:14])[O:12][C:8]=2[CH:9]=1)[CH:2]=[CH2:3], predict the reactants needed to synthesize it. The reactants are: [CH2:1](Br)[CH:2]=[CH2:3].[CH:5]1[C:10]([OH:11])=[CH:9][C:8]2[O:12][C:13]([S:15][C:7]=2[CH:6]=1)=[O:14].C(=O)([O-])[O-].[K+].[K+].